Dataset: Peptide-MHC class I binding affinity with 185,985 pairs from IEDB/IMGT. Task: Regression. Given a peptide amino acid sequence and an MHC pseudo amino acid sequence, predict their binding affinity value. This is MHC class I binding data. (1) The binding affinity (normalized) is 0.0847. The MHC is HLA-A02:03 with pseudo-sequence HLA-A02:03. The peptide sequence is HTSALSLGY. (2) The peptide sequence is NSAGLELI. The MHC is Mamu-A01 with pseudo-sequence Mamu-A01. The binding affinity (normalized) is 0. (3) The peptide sequence is MILVPLITV. The MHC is HLA-A02:02 with pseudo-sequence HLA-A02:02. The binding affinity (normalized) is 0.528. (4) The peptide sequence is RRRLTARGLLN. The MHC is HLA-B27:05 with pseudo-sequence HLA-B27:05. The binding affinity (normalized) is 0.542. (5) The peptide sequence is IVRQGIRQL. The MHC is HLA-A30:01 with pseudo-sequence HLA-A30:01. The binding affinity (normalized) is 0.620.